From a dataset of Experimentally validated miRNA-target interactions with 360,000+ pairs, plus equal number of negative samples. Binary Classification. Given a miRNA mature sequence and a target amino acid sequence, predict their likelihood of interaction. (1) The miRNA is mmu-miR-216c-5p with sequence GAAGAAUCUCUACAGGUAAGUGU. The protein sequence of the target gene is MPFKAFDTFKEKILKPGKEGVKNAVGDSLGILQRKIDGTNEEEDAIELNEEGRPVQTSRAHRPVCDCSCCGIPKRYICDCSCCGIPKRYIIAVMSGLGFCISFGIRCNLGVAIVEMVNNSTVYVDGKPEIQTAQFNWDPETVGLIHGSFFWGYIVTQIPGGFISNKFAASRVFGAAIFLTSTLNMFIPSAARVHYGCVMGVRILQGLVEGVTYPACHGMWSKWAPPLERSRLATTSFCGSYAGAVVAMPLAGVLVQYIGWASVFYIYGMFGIIWYMFWLLQAYECPAAHPTISNAERTYI.... Result: 0 (no interaction). (2) The miRNA is hsa-miR-4729 with sequence UCAUUUAUCUGUUGGGAAGCUA. The protein sequence of the target gene is MMSIKAFTLVSAVERELLMGDKERVNIECVECCGRDLYVGTNDCFVYHFLLEERPVPAGPATFTATKQLQRHLGFKKPVNELRAASALNRLLVLCDNSISLVNMLNLEPVPSGARIKGAATFALNENPVSGDPFCVEVCIISVKRRTIQMFLVYEDRVQIVKEVSTAEQPLAVAVDGHFLCLALTTQYIIHNYSTGVSQDLFPYCSEERPPIVKRIGRQEFLLAGPGGLGMFATVAGISQRAPVHWSENVIGAAVSFPYVIALDDEFITVHSMLDQQQKQTLPFKEGHILQDFEGRVIVA.... Result: 1 (interaction). (3) The miRNA is hsa-miR-3658 with sequence UUUAAGAAAACACCAUGGAGAU. The protein sequence of the target gene is MANPGLGLLLALGLPFLLARWGRAWGQIQTTSANENSTVLPSSTSSSSDGNLRPEAITAIIVVFSLLAALLLAVGLALLVRKLREKRQTEGTYRPSSEEQVGARVPPTPNLKLPPEERLI. Result: 0 (no interaction). (4) The miRNA is hsa-miR-876-5p with sequence UGGAUUUCUUUGUGAAUCACCA. The protein sequence of the target gene is MGPASPAARGLSRRPGQPPLPLLLPLLLLLLRAQPAIGSLAGGSPGAAEAPGSAQVAGLCGRLTLHRDLRTGRWEPDPQRSRRCLRDPQRVLEYCRQMYPELQIARVEQATQAIPMERWCGGSRSGSCAHPHHQVVPFRCLPGEFVSEALLVPEGCRFLHQERMDQCESSTRRHQEAQEACSSQGLILHGSGMLLPCGSDRFRGVEYVCCPPPGTPDPSGTAVGDPSTRSWPPGSRVEGAEDEEEEESFPQPVDDYFVEPPQAEEEEETVPPPSSHTLAVVGKVTPTPRPTDGVDIYFGM.... Result: 0 (no interaction). (5) The miRNA is mmu-miR-669a-3p with sequence ACAUAACAUACACACACACGUAU. The protein sequence of the target gene is MWPNSILVLMTLLISSTLVTGGGVKGEEKRVCPPDYVRCIRQDDPQCYSDNDCGDQEICCFWQCGFKCVLPVKDNSEEQIPQSKV. Result: 0 (no interaction). (6) The miRNA is mmu-miR-467g with sequence UAUACAUACACACACAUAUAU. The protein sequence of the target gene is MAREDSVKCLRCLLYALNLLFWLMSISVLAVSAWMRDYLNNVLTLTAETRVEEAVILTYFPVVHPVMIAVCCFLIIVGMLGYCGTVKRNLLLLAWYFGTLLVIFCVELACGVWTYEQEVMVPVQWSDMVTLKARMTNYGLPRYRWLTHAWNYFQREFKCCGVVYFTDWLEMTEMDWPPDSCCVREFPGCSKQAHQEDLSDLYQEGCGKKMYSFLRGTKQLQVLRFLGISIGVTQILAMILTITLLWALYYDRREPGTDQMLSLKNDTSQHLSCHSVELLKPSLSRIFEHTSMANSFNTHF.... Result: 1 (interaction).